This data is from Forward reaction prediction with 1.9M reactions from USPTO patents (1976-2016). The task is: Predict the product of the given reaction. (1) Given the reactants O=[Ce:2]=O.[C:4](=[O:7])([O-])[O-:5].[Ce+3].[C:9](=[O:12])([O-])[O-:10].[C:13](=[O:16])([O-])[O-:14].[Ce+3], predict the reaction product. The product is: [C:4]([O-:5])(=[O:7])[CH3:9].[Ce+3:2].[C:9]([O-:10])(=[O:12])[CH3:13].[C:13]([O-:14])(=[O:16])[CH3:4]. (2) Given the reactants [CH:1]1([C:11]([OH:13])=O)[C:10]2[C:5](=[CH:6][CH:7]=[CH:8][CH:9]=2)[CH2:4][CH2:3][CH2:2]1.[CH3:14][NH:15][C@H:16]1[CH2:35][N:20]2[C:21]3[C:26]([C:27]([CH2:28][C:29]([O:31]CCC)=[O:30])=[C:19]2[CH2:18][CH2:17]1)=[CH:25][CH:24]=[CH:23][CH:22]=3, predict the reaction product. The product is: [CH3:14][N:15]([C:11]([CH:1]1[C:10]2[C:5](=[CH:6][CH:7]=[CH:8][CH:9]=2)[CH2:4][CH2:3][CH2:2]1)=[O:13])[C@H:16]1[CH2:35][N:20]2[C:21]3[C:26]([C:27]([CH2:28][C:29]([OH:31])=[O:30])=[C:19]2[CH2:18][CH2:17]1)=[CH:25][CH:24]=[CH:23][CH:22]=3. (3) Given the reactants [CH3:1]N(C)C=O.[C:6]([C:9]1[CH:14]=[CH:13][N:12]=[CH:11][CH:10]=1)(=O)[CH3:7].[Br-].[CH2:16]([O:23][C:24]([P+](C1C=CC=CC=1)(C1C=CC=CC=1)C1C=CC=CC=1)=[O:25])[C:17]1[CH:22]=[CH:21][CH:20]=[CH:19][CH:18]=1.C(=O)([O-])[O-].[K+].[K+], predict the reaction product. The product is: [N:12]1[CH:13]=[CH:14][C:9]([C:6]([CH3:1])=[CH:7][C:24]([O:23][CH2:16][C:17]2[CH:22]=[CH:21][CH:20]=[CH:19][CH:18]=2)=[O:25])=[CH:10][CH:11]=1. (4) Given the reactants Cl[C:2]1[N:11]2[N:12]=[CH:13][N:14]=[C:10]2[C:9]2[C:8]([F:15])=[C:7]([C:16]([F:19])([F:18])[F:17])[CH:6]=[CH:5][C:4]=2[N:3]=1.[C:20]([N:27]1[CH2:32][CH2:31][NH:30][CH2:29][CH2:28]1)([O:22][C:23]([CH3:26])([CH3:25])[CH3:24])=[O:21].C(N(CC)CC)C, predict the reaction product. The product is: [F:15][C:8]1[C:9]2[C:10]3[N:11]([N:12]=[CH:13][N:14]=3)[C:2]([N:30]3[CH2:29][CH2:28][N:27]([C:20]([O:22][C:23]([CH3:26])([CH3:25])[CH3:24])=[O:21])[CH2:32][CH2:31]3)=[N:3][C:4]=2[CH:5]=[CH:6][C:7]=1[C:16]([F:19])([F:18])[F:17]. (5) Given the reactants [Cl:1][C:2]1[CH:7]=[CH:6][C:5]([N:8]2[C:12]([CH2:13][CH2:14][CH3:15])=[C:11]([C:16](Cl)=[O:17])[CH:10]=[N:9]2)=[CH:4][CH:3]=1.[CH3:19][NH:20][CH:21]1[CH2:26][CH2:25][CH2:24][CH2:23][CH2:22]1, predict the reaction product. The product is: [Cl:1][C:2]1[CH:7]=[CH:6][C:5]([N:8]2[C:12]([CH2:13][CH2:14][CH3:15])=[C:11]([C:16]([N:20]([CH:21]3[CH2:26][CH2:25][CH2:24][CH2:23][CH2:22]3)[CH3:19])=[O:17])[CH:10]=[N:9]2)=[CH:4][CH:3]=1. (6) Given the reactants [F:1][C:2]1[C:7]([C:8]([F:11])([F:10])[F:9])=[CH:6][CH:5]=[CH:4][C:3]=1[CH:12]1[CH2:17][CH2:16][NH:15][CH2:14][CH2:13]1.C(=O)([O-])[O-].[K+].[K+].[CH2:24](Br)[CH:25]=[CH2:26].Cl, predict the reaction product. The product is: [CH2:26]([N:15]1[CH2:16][CH2:17][CH:12]([C:3]2[CH:4]=[CH:5][CH:6]=[C:7]([C:8]([F:9])([F:10])[F:11])[C:2]=2[F:1])[CH2:13][CH2:14]1)[CH:25]=[CH2:24]. (7) Given the reactants [N+:1]([C:4]1[CH:9]=[CH:8][C:7]([C@@H:10]([NH2:12])[CH3:11])=[CH:6][CH:5]=1)([O-:3])=[O:2].[CH:13]1[N:18]=[C:17](Cl)[C:16]2[N:20]=[CH:21][N:22]([C@@H:23]3[O:27][C@H:26]([CH2:28][OH:29])[C@@H:25]([OH:30])[C@H:24]3[OH:31])[C:15]=2[N:14]=1, predict the reaction product. The product is: [N+:1]([C:4]1[CH:5]=[CH:6][C:7]([C@@H:10]([NH:12][C:17]2[C:16]3[N:20]=[CH:21][N:22]([C:15]=3[N:14]=[CH:13][N:18]=2)[C@@H:23]2[O:27][C@H:26]([CH2:28][OH:29])[C@@H:25]([OH:30])[C@H:24]2[OH:31])[CH3:11])=[CH:8][CH:9]=1)([O-:3])=[O:2].